Predict which catalyst facilitates the given reaction. From a dataset of Catalyst prediction with 721,799 reactions and 888 catalyst types from USPTO. (1) Reactant: [N:1]([CH:4]([C:6]1[N:7]=[C:8]2[S:16][CH:15]=[C:14]([CH3:17])[N:9]2[C:10](=[O:13])[C:11]=1Br)[CH3:5])=[N+:2]=[N-:3].C([Sn](CCCC)(CCCC)[C:23]1[N:24]=[CH:25][S:26][CH:27]=1)CCC. Product: [N:1]([CH:4]([C:6]1[N:7]=[C:8]2[S:16][CH:15]=[C:14]([CH3:17])[N:9]2[C:10](=[O:13])[C:11]=1[C:23]1[N:24]=[CH:25][S:26][CH:27]=1)[CH3:5])=[N+:2]=[N-:3]. The catalyst class is: 77. (2) Reactant: [CH3:1][CH:2]([CH3:33])[CH2:3][C@H:4]([NH:19][C:20]([C@@H:22]1[CH2:25][CH2:24][N:23]1C(OC(C)(C)C)=O)=[O:21])/[CH:5]=[CH:6]/[C:7](=[O:18])[NH:8][C:9]1[S:10][C:11]([C:14]([F:17])([F:16])[F:15])=[N:12][N:13]=1.[C:34]([OH:40])([C:36]([F:39])([F:38])[F:37])=[O:35]. Product: [F:37][C:36]([F:39])([F:38])[C:34]([OH:40])=[O:35].[CH3:1][CH:2]([CH3:33])[CH2:3][C@H:4]([NH:19][C:20]([C@@H:22]1[CH2:25][CH2:24][NH:23]1)=[O:21])/[CH:5]=[CH:6]/[C:7](=[O:18])[NH:8][C:9]1[S:10][C:11]([C:14]([F:17])([F:15])[F:16])=[N:12][N:13]=1. The catalyst class is: 2. (3) Reactant: [F:1][C:2]1[CH:7]=[CH:6][C:5]([CH2:8][OH:9])=[CH:4][C:3]=1[O:10][CH3:11].C1C(=O)N([Br:19])C(=O)C1. Product: [Br:19][C:6]1[CH:7]=[C:2]([F:1])[C:3]([O:10][CH3:11])=[CH:4][C:5]=1[CH2:8][OH:9]. The catalyst class is: 23. (4) Reactant: [OH:1][C:2]1[C:3]([C:12]([OH:14])=[O:13])=[CH:4][CH:5]=[C:6]2[C:11]=1[N:10]=[CH:9][CH:8]=[CH:7]2.[CH3:15]O.S(=O)(=O)(O)O. Product: [OH:1][C:2]1[C:3]([C:12]([O:14][CH3:15])=[O:13])=[CH:4][CH:5]=[C:6]2[C:11]=1[N:10]=[CH:9][CH:8]=[CH:7]2. The catalyst class is: 6. (5) Product: [CH3:28][C:29]1[N:33]([CH2:34][C:35]([N:37]2[CH2:38][CH2:39][N:40]([C:43]3[S:44][CH:45]=[C:46]([C:48]([O:7][CH:1]4[CH2:6][CH2:5][CH2:4][CH2:3][CH2:2]4)=[O:49])[N:47]=3)[CH2:41][CH2:42]2)=[O:36])[N:32]=[C:31]([C:51]([F:54])([F:52])[F:53])[CH:30]=1. Reactant: [CH:1]1([OH:7])[CH2:6][CH2:5][CH2:4][CH2:3][CH2:2]1.CN(C1C=CC=CN=1)C.C(N=C=NCCCN(C)C)C.[CH3:28][C:29]1[N:33]([CH2:34][C:35]([N:37]2[CH2:42][CH2:41][N:40]([C:43]3[S:44][CH:45]=[C:46]([C:48](O)=[O:49])[N:47]=3)[CH2:39][CH2:38]2)=[O:36])[N:32]=[C:31]([C:51]([F:54])([F:53])[F:52])[CH:30]=1. The catalyst class is: 46. (6) Reactant: [C:1]1([N:7]([C:9]([O:11][C:12]([CH3:15])([CH3:14])[CH3:13])=[O:10])[NH2:8])[CH:6]=[CH:5][CH:4]=[CH:3][CH:2]=1.[C:16]1(=[O:23])[O:22][C:20](=[O:21])[CH2:19][O:18][CH2:17]1.C(=O)([O-])[O-].[Na+].[Na+]. Product: [C:12]([O:11][C:9]([N:7]([C:1]1[CH:2]=[CH:3][CH:4]=[CH:5][CH:6]=1)[NH:8][C:20](=[O:21])[CH2:19][O:18][CH2:17][C:16]([OH:23])=[O:22])=[O:10])([CH3:15])([CH3:14])[CH3:13]. The catalyst class is: 3. (7) The catalyst class is: 2. Reactant: C1C=C(Cl)C=C(C(OO)=[O:9])C=1.[CH:12]([O:15][C:16]1[CH:23]=[CH:22][C:19](C=O)=[CH:18][C:17]=1[O:24][CH3:25])([CH3:14])[CH3:13].CO.C([O-])([O-])=O.[K+].[K+]. Product: [CH:12]([O:15][C:16]1[CH:23]=[CH:22][C:19]([OH:9])=[CH:18][C:17]=1[O:24][CH3:25])([CH3:14])[CH3:13].